From a dataset of Forward reaction prediction with 1.9M reactions from USPTO patents (1976-2016). Predict the product of the given reaction. (1) Given the reactants C1C2C(=CC=CC=2)CC1C(O)=O.C[O:14][C:15]([CH:17]1[CH2:25][C:24]2[C:19](=[CH:20][CH:21]=[CH:22][C:23]=2[S:26]([N:29]2[CH:34]3[CH2:35][CH2:36][CH2:37][CH:30]2[CH2:31][N:32]([C:38]2[CH:43]=[CH:42][C:41]([O:44][C:45]([F:48])([F:47])[F:46])=[CH:40][CH:39]=2)[CH2:33]3)(=[O:28])=[O:27])[CH2:18]1)=[O:16].[Li+].[OH-].FC(F)(F)C1C=CC(C2CCNCC=2)=CC=1, predict the reaction product. The product is: [F:48][C:45]([F:46])([F:47])[O:44][C:41]1[CH:40]=[CH:39][C:38]([N:32]2[CH2:33][CH:34]3[N:29]([S:26]([C:23]4[CH:22]=[CH:21][CH:20]=[C:19]5[C:24]=4[CH2:25][CH:17]([C:15]([OH:16])=[O:14])[CH2:18]5)(=[O:28])=[O:27])[CH:30]([CH2:37][CH2:36][CH2:35]3)[CH2:31]2)=[CH:43][CH:42]=1. (2) Given the reactants [NH2:1][C:2]1[C:3]([OH:9])=[N:4][CH:5]=[C:6]([Cl:8])[N:7]=1.Br[CH2:11][CH2:12]Br.C([O-])([O-])=O.[K+].[K+], predict the reaction product. The product is: [Cl:8][C:6]1[CH:5]=[N:4][C:3]2[O:9][CH2:11][CH2:12][NH:1][C:2]=2[N:7]=1.